From a dataset of Drug-target binding data from BindingDB using IC50 measurements. Regression. Given a target protein amino acid sequence and a drug SMILES string, predict the binding affinity score between them. We predict pIC50 (pIC50 = -log10(IC50 in M); higher means more potent). Dataset: bindingdb_ic50. (1) The pIC50 is 6.9. The drug is CN1C(=O)CC[C@]2(C)[C@H]3CC[C@@]4(C)[C@@H](CC[C@@]45CCC(C)(C)C(=O)O5)[C@@H]3CC[C@@H]12. The target protein (P56937) has sequence MRKVVLITGASSGIGLALCKRLLAEDDELHLCLACRNMSKAEAVCAALLASHPTAEVTIVQVDVSNLQSVFRASKELKQRFQRLDCIYLNAGIMPNPQLNIKALFFGLFSRKVIHMFSTAEGLLTQGDKITADGLQEVFETNVFGHFILIRELEPLLCHSDNPSQLIWTSSRSARKSNFSLEDFQHSKGKEPYSSSKYATDLLSVALNRNFNQQGLYSNVACPGTALTNLTYGILPPFIWTLLMPAILLLRFFANAFTLTPYNGTEALVWLFHQKPESLNPLIKYLSATTGFGRNYIMTQKMDLDEDTAEKFYQKLLELEKHIRVTIQKTDNQARLSGSCL. (2) The compound is CCOC(=O)CC1CC(c2ccc(O)cc2)=NO1. The target protein (P34884) has sequence MPMFIVNTNVPRASVPEGFLSELTQQLAQATGKPAQYIAVHVVPDQLMTFSGTNDPCALCSLHSIGKIGGAQNRNYSKLLCGLLSDRLHISPDRVYINYYDMNAANVGWNGSTFA. The pIC50 is 4.9. (3) The compound is CC(C)(C)c1nc(-c2ccccn2)c2c(N)c(C#N)c(N)nc2n1. The target protein (Q9AIU7) has sequence MADLSSRVNELHDLLNQYSYEYYVEDNPSVPDSEYDKLLHELIKIEEEHPEYKTVDSPTVRVGGEAQASFNKVNHDTPMLSLGNAFNEDDLRKFDQRIREQIGNVEYMCELKIDGLAVSLKYVDGYFVQGLTRGDGTTGEDITENLKTIHAIPLKMKEPLNVEVRGEAYMPRRSFLRLNEEKEKNDEQLFANPRNAAAGSLRQLDSKLTAKRKLSVFIYSVNDFTDFNARSQSEALDELDKLGFTTNKNRARVNNIDGVLEYIEKWTSQRESLPYDIDGIVIKVNDLDQQDEMGFTQKSPRWAIAYKFPAEEVVTKLLDIELSIGRTGVVTPTAILEPVKVAGTTVSRASLHNEDLIHDRDIRIGDSVVVKKAGDIIPEVVRSIPERRPEDAVTYHMPTHCPSCGHELVRIEGEVALRCINPKCQAQLVEGLIHFVSRQAMNIDGLGTKIIQQLYQSELIKDVADIFYLTEEDLLPLDRMGQKKVDNLLAAIQQAKDNSL.... The pIC50 is 6.0. (4) The drug is Cc1nn(C(C)C)c2c(NCc3cnn(C)c3)cc(-c3ccccc3)nc12. The target protein (P54750) has sequence MGSSATEIEELENTTFKYLTGEQTEKMWQRLKGILRCLVKQLERGDVNVVDLKKNIEYAASVLEAVYIDETRRLLDTEDELSDIQTDSVPSEVRDWLASTFTRKMGMTKKKPEEKPKFRSIVHAVQAGIFVERMYRKTYHMVGLAYPAAVIVTLKDVDKWSFDVFALNEASGEHSLKFMIYELFTRYDLINRFKIPVSCLITFAEALEVGYSKYKNPYHNLIHAADVTQTVHYIMLHTGIMHWLTELEILAMVFAAAIHDYEHTGTTNNFHIQTRSDVAILYNDRSVLENHHVSAAYRLMQEEEMNILINLSKDDWRDLRNLVIEMVLSTDMSGHFQQIKNIRNSLQQPEGIDRAKTMSLILHAADISHPAKSWKLHYRWTMALMEEFFLQGDKEAELGLPFSPLCDRKSTMVAQSQIGFIDFIVEPTFSLLTDSTEKIVIPLIEEASKAETSSYVASSSTTIVGLHIADALRRSNTKGSMSDGSYSPDYSLAAVDLKSF.... The pIC50 is 7.3. (5) The drug is CCC[C@@H]1C[C@@H](NCc2ccccc2)C[C@@]2(O1)C(=O)N(C)c1cccc(Br)c12. The target protein (O77760) has sequence MVGEEKMSLRNRLSKSRENPEEDEDQRKPAKESLEAPSNGRIDIKQLIAKKIKLTAEAEELKPFFMKEVGSHFDDFVTNLIEKSASLDNGGCALTTFSILEGEKNNHRAKDLRAPPEQGKIFIARRSLLDELLEVDHIRTIYHMFIALLILFILSTLVVDYIDEGRLVLEFSLLSYAFGKFPTVVWTWWIMFLSTFSVPYFLFQRWATGYSKSSHPLINSLFHGFLFMVFQIGILGFGPTYVVLAYTLPPASRFIIIFEQIRFVMKAHSFVRENVPRVLNSAKEKSSTVPIPTVNQYLYFLFAPTLIYRDSYPRNPTVRWGYVAMQFAQVFGCFFYVYYIFERLCAPLFRNIKQEPFSARVLVLCVFNSILPGVLILFLTFFAFLHCWLNAFAEMLRFGDRMFYKDWWNSTSYSNYYRTWNVVVHDWLYYYAYKDFLWFFSKRFKSAAMLAVFAVSAVVHEYALAVCLSFFYPVLFVLFMFFGMAFNFIVNDSRKKPIWN.... The pIC50 is 4.7.